Dataset: Retrosynthesis with 50K atom-mapped reactions and 10 reaction types from USPTO. Task: Predict the reactants needed to synthesize the given product. (1) Given the product CCN(Cc1ccncc1)c1cc(OC)ccc1C1CCc2cc(OC)ccc2C1, predict the reactants needed to synthesize it. The reactants are: CCN(C(=O)c1ccncc1)c1cc(OC)ccc1C1CCc2cc(OC)ccc2C1. (2) Given the product O=C(O)CCCNC(=O)c1ccccc1NC(=O)c1cc([N+](=O)[O-])ccc1O, predict the reactants needed to synthesize it. The reactants are: Nc1ccccc1C(=O)NCCCC(=O)O.O=C(Cl)c1cc([N+](=O)[O-])ccc1O.